This data is from Peptide-MHC class I binding affinity with 185,985 pairs from IEDB/IMGT. The task is: Regression. Given a peptide amino acid sequence and an MHC pseudo amino acid sequence, predict their binding affinity value. This is MHC class I binding data. (1) The peptide sequence is TNNTDKINLT. The MHC is Mamu-B8301 with pseudo-sequence Mamu-B8301. The binding affinity (normalized) is 0.336. (2) The peptide sequence is AERKAERKQR. The MHC is HLA-B27:05 with pseudo-sequence HLA-B27:05. The binding affinity (normalized) is 0. (3) The peptide sequence is HPLSHFVNL. The MHC is HLA-A02:06 with pseudo-sequence HLA-A02:06. The binding affinity (normalized) is 0. (4) The peptide sequence is RIYCQENPY. The MHC is HLA-A11:01 with pseudo-sequence HLA-A11:01. The binding affinity (normalized) is 0.696. (5) The peptide sequence is ILIYNGWYA. The MHC is HLA-A11:01 with pseudo-sequence HLA-A11:01. The binding affinity (normalized) is 0. (6) The peptide sequence is SHAKVLVTF. The MHC is HLA-A02:01 with pseudo-sequence HLA-A02:01. The binding affinity (normalized) is 0.0847.